This data is from Full USPTO retrosynthesis dataset with 1.9M reactions from patents (1976-2016). The task is: Predict the reactants needed to synthesize the given product. (1) The reactants are: [CH3:1][C:2]([CH3:5])([O-:4])[CH3:3].[K+].[CH:7]1([C:10](Cl)=[O:11])[CH2:9][CH2:8]1.C(=O)(O)[O-].[Na+]. Given the product [C:2]([O:4][C:10]([CH:7]1[CH2:9][CH2:8]1)=[O:11])([CH3:5])([CH3:3])[CH3:1], predict the reactants needed to synthesize it. (2) Given the product [NH:33]1[C:41]2=[N:40][CH:39]=[CH:38][CH:37]=[C:36]2[C:35]([CH:42]=[C:7]2[O:6][C:5]([NH:4][CH:1]3[CH2:2][CH2:3]3)=[C:9]([C:10]([O:12][CH3:13])=[O:11])[C:8]2=[O:14])=[CH:34]1, predict the reactants needed to synthesize it. The reactants are: [CH:1]1([NH:4][C:5]2[O:6][CH2:7][C:8](=[O:14])[C:9]=2[C:10]([O:12][CH3:13])=[O:11])[CH2:3][CH2:2]1.C(OC)(=O)CC(OC)=O.ClCC(Cl)=O.C1(N)CC1.[NH:33]1[C:41]2[C:36](=[CH:37][CH:38]=[CH:39][N:40]=2)[C:35]([CH:42]=O)=[CH:34]1.N1CCC[C@H]1C(O)=O. (3) Given the product [CH3:1][N:2]1[C:17]([CH3:16])=[CH:18][C:19](=[O:9])[N:14]([CH3:15])[C:3]1=[O:4], predict the reactants needed to synthesize it. The reactants are: [CH3:1][N:2](C)[C:3](N)=[O:4].C(OC(=O)C)(=[O:9])C.[N:14]1[CH:19]=[CH:18][CH:17]=[CH:16][CH:15]=1. (4) Given the product [CH3:1][C:2]([CH2:10][CH2:11][CH:12]=[C:13]([CH3:25])[CH2:14][CH2:15][CH:16]=[C:17]([CH3:24])[CH2:18][CH2:19][CH:20]=[C:21]([CH3:23])[CH3:22])=[CH:3][CH2:4][CH2:5][CH2:6][OH:7], predict the reactants needed to synthesize it. The reactants are: [CH3:1][C:2]([CH2:10][CH2:11][CH:12]=[C:13]([CH3:25])[CH2:14][CH2:15][CH:16]=[C:17]([CH3:24])[CH2:18][CH2:19][CH:20]=[C:21]([CH3:23])[CH3:22])=[CH:3][CH2:4][CH2:5][C:6](OC)=[O:7].CC/C(/C)=C/CC/C(/C)=C/CC/C(/C)=C/CC/C(/C)=C/CCC(O)=O.CC(CCC=C(C)CCC=C(C)CCC=C(C)C)=CCCC(OC)=O.C(CC(OC)=O)C=C(CCC=C(CCC=C(C)C)C)C. (5) Given the product [Cl:2][C@H:9]([B:17]([O:31][C:20]12[CH2:28][CH:24]([C:25]1([CH3:27])[CH3:26])[CH2:23][CH2:22][C:21]2([OH:30])[CH3:29])[OH:19])[CH2:10][CH2:11][CH2:12][CH2:13][CH2:14][CH2:15][CH:35]=[CH2:36], predict the reactants needed to synthesize it. The reactants are: C(Cl)[Cl:2].N#N.C(=O)=O.[CH2:9]([B:17]([OH:19])O)[CH2:10][CH2:11][CH2:12][CH2:13][CH2:14][CH:15]=C.[C:20]12([OH:31])[CH2:28][CH:24]([C:25]1([CH3:27])[CH3:26])[CH2:23][CH2:22][C:21]2([OH:30])[CH3:29].CCO[CH2:35][CH3:36]. (6) Given the product [C:1]([C:5]1[C:6](=[O:17])[N:7]([CH2:19][C:20]([O:22][CH3:23])=[O:21])[C:8]2[C:13]([CH:14]=1)=[CH:12][CH:11]=[C:10]([O:15][CH3:16])[N:9]=2)([CH3:4])([CH3:2])[CH3:3], predict the reactants needed to synthesize it. The reactants are: [C:1]([C:5]1[C:6](=[O:17])[NH:7][C:8]2[C:13]([CH:14]=1)=[CH:12][CH:11]=[C:10]([O:15][CH3:16])[N:9]=2)([CH3:4])([CH3:3])[CH3:2].Br[CH2:19][C:20]([O:22][CH3:23])=[O:21]. (7) Given the product [Cl:1][C:2]1[C:6]([N:7]([CH2:25][CH3:26])[C:8](=[O:24])[CH2:9][CH2:10][CH:11]2[CH2:15][CH2:14][NH:13][C:12]2=[O:23])=[CH:5][N:4]([C:27]2[CH:28]=[N:29][CH:30]=[CH:31][CH:32]=2)[N:3]=1, predict the reactants needed to synthesize it. The reactants are: [Cl:1][C:2]1[C:6]([N:7]([CH2:25][CH3:26])[C:8](=[O:24])[CH2:9][CH2:10][CH:11]2[CH2:15][CH2:14][N:13](C(OC(C)(C)C)=O)[C:12]2=[O:23])=[CH:5][N:4]([C:27]2[CH:28]=[N:29][CH:30]=[CH:31][CH:32]=2)[N:3]=1.C([O-])(O)=O.[Na+]. (8) Given the product [N:6]1[C:5]2[CH:7]=[CH:8][CH:9]=[CH:10][C:4]=2[NH:3][C:2]=1[NH:16][C:15]1[CH:17]=[CH:18][C:12]([CH3:11])=[C:13]([C:19]([F:20])([F:21])[F:22])[CH:14]=1, predict the reactants needed to synthesize it. The reactants are: Cl[C:2]1[NH:3][C:4]2[CH:10]=[CH:9][CH:8]=[CH:7][C:5]=2[N:6]=1.[CH3:11][C:12]1[CH:18]=[CH:17][C:15]([NH2:16])=[CH:14][C:13]=1[C:19]([F:22])([F:21])[F:20]. (9) Given the product [Cl:1][C:2]1[CH:7]=[CH:6][C:5]([N:8]([S:14]([C:17]2[CH:22]=[CH:21][C:20]([O:23][CH3:24])=[C:19]([O:25][CH3:26])[CH:18]=2)(=[O:16])=[O:15])[CH2:9][CH2:10][C:11]([NH2:38])=[O:12])=[C:4]([CH2:27][C:28]2[C:33]([F:34])=[CH:32][CH:31]=[CH:30][C:29]=2[F:35])[CH:3]=1, predict the reactants needed to synthesize it. The reactants are: [Cl:1][C:2]1[CH:7]=[CH:6][C:5]([N:8]([S:14]([C:17]2[CH:22]=[CH:21][C:20]([O:23][CH3:24])=[C:19]([O:25][CH3:26])[CH:18]=2)(=[O:16])=[O:15])[CH2:9][CH2:10][C:11](O)=[O:12])=[C:4]([CH2:27][C:28]2[C:33]([F:34])=[CH:32][CH:31]=[CH:30][C:29]=2[F:35])[CH:3]=1.C([N:38]1CCOCC1)C.ClC(OCC)=O.N.